Task: Binary Classification. Given two protein amino acid sequences, predict whether they physically interact or not.. Dataset: Human Reference Interactome with 51,813 positive PPI pairs across 8,248 proteins, plus equal number of experimentally-validated negative pairs (1) Protein 1 (ENSG00000114473) has sequence MEEDSLEDSNLPPKVWHSEMTVSVTGEPPSTVEEEGIPKETDIEIIPEIPETLEPLSLPDVLRISAVLEDTTDQLSILNYIMPVQYEGRQSICVKSREMNLEGTNLDKLPMASTITKIPSPLITEEGPNLPEIRHRGRFAVEFNKMQDLVFKKPTRQTIMTTETLKKIQIDRQFFSDVIADTIKELQDSATYNSLLQALSKERENKMHFYDIIAREEKGRKQIISLQKQLINVKKEWQFEVQSQNEYIANLKDQLQEMKAKSNLENRYMKTNTELQIAQTQKKCNRTEELLVEEIEKLRM.... Protein 2 (ENSG00000117505) has sequence MASSSGNDDDLTIPRAAINKMIKETLPNVRVANDARELVVNCCTEFIHLISSEANEICNKSEKKTISPEHVIQALESLGFGSYISEVKEVLQECKTVALKRRKASSRLENLGIPEEELLRQQQELFAKARQQQAELAQQEWLQMQQAAQQAQLAAASASASNQAGSSQDEEDDDDI*. Result: 0 (the proteins do not interact). (2) Protein 1 (ENSG00000100324) has sequence MAAQRRSLLQSEQQPSWTDDLPLCHLSGVGSASNRSYSADGKGTESHPPEDSWLKFRSENNCFLYGVFNGYDGNRVTNFVAQRLSAELLLGQLNAEHAEADVRRVLLQAFDVVERSFLESIDDALAEKASLQSQLPEGVPQHQLPPQYQKILERLKTLEREISGGAMAVVAVLLNNKLYVANVGTNRALLCKSTVDGLQVTQLNVDHTTENEDELFRLSQLGLDAGKIKQVGIICGQESTRRIGDYKVKYGYTDIDLLSAAKSKPIIAEPEIHGAQPLDGVTGFLVLMSEGLYKALEAAH.... Protein 2 (ENSG00000118420) has sequence MAASAAETRVFLERTERRRYAHEYFHNAIFTPDENP*MAASAAETRVFLEVRGQLQSALLILGEPKEGGMPMNISIMPSSLQMKTPEGCTEIQLPAEVRLVPSSCRGLQFVVGDGLHLRLQTQAKLGTKLISMFNQSSQTQECCTFYCQSCGEVIIKDRKLLRVLPLPSENWGALVGEWCCHPDPFANKSLHPQENDCFIGDSFFLVNLRTSLWQQRPELSPVEMCCVSSDNHCKLEPKANTKVICKRCKVMLGETVSSETTKFYMTEIIIQSSERSFPIIPRSWFVQSVIAQCLVQLSS.... Result: 0 (the proteins do not interact). (3) Protein 1 (ENSG00000167685) has sequence MEVAVPVKQEAEGLALDSPWHRFRRFHLGDAPGPREALGLLRALCRDWLRPEVHTKEQMLELLVLEQFLSALPADTQAWVCSRQPQSGEEAVALLEELWGPAASPDGSSATRVPQDVTQGPGATGGKEDSGMIPLAGTAPGAEGPAPGDSQAVRPYKQEPSSPPLAPGLPAFLAAPGTTSCPECGKTSLKPAHLLRHRQSHSGEKPHACPECGKAFRRKEHLRRHRDTHPGSPGSPGPALRPLPAREKPHACCECGKTFYWREHLVRHRKTHSGARPFACWECGKGFGRREHVLRHQRIH.... Protein 2 (ENSG00000153015) has sequence MSNIYIQEPPTNGKVLLKTTAGDIDIELWSKEAPKACRNFIQLCLEAYYDNTIFHRVVPGFIVQGGDPTGTGSGGESIYGAPFKDEFHSRLRFNRRGLVAMANAGSHDNGSQFFFTLGRADELNNKHTIFGKVTGDTVYNMLRLSEVDIDDDERPHNPHKIKSCEVLFNPFDDIIPREIKRLKKEKPEEEVKKLKPKGTKNFSLLSFGEEAEEEEEEVNRVSQSMKGKSKSSHDLLKDDPHLSSVPVVESEKGDAPDLVDDGEDESAEHDEYIDGDEKNLMRERIAKKLKKDTSANVKSA.... Result: 0 (the proteins do not interact). (4) Result: 0 (the proteins do not interact). Protein 2 (ENSG00000168890) has sequence MTAWILLPVSLSAFSITGIWTVYAMAVMNHHVCPVENWSYNESCPPDPAEQGGPKTCCTLDDVPLISKCGSYPPESCLFSLIGNMGAFMVALICLLRYGQLLEQSRHSWVNTTALITGCTNAAGLLVVGNFQVDHARSLHYVGAGVAFPAGLLFVCLHCALSYQGATAPLDLAVAYLRSVLAVIAFITLVLSGVFFVHESSQLQHGAALCEWVCVIDILIFYGTFSYEFGAVSSDTLVAALQPTPGRACKSSGSSSTSTHLNCAPESIAMI*MYALWRTGPTTSPALLTLLSKGVPRPAA.... Protein 1 (ENSG00000070018) has sequence MGAVLRSLLACSFCVLLRAAPLLLYANRRDLRLVDATNGKENATIVVGGLEDAAAVDFVFSHGLIYWSDVSEEAIKRTEFNKTESVQNVVVSGLLSPDGLACDWLGEKLYWTDSETNRIEVSNLDGSLRKVLFWQELDQPRAIALDPSSGFMYWTDWGEVPKIERAGMDGSSRFIIINSEIYWPNGLTLDYEEQKLYWADAKLNFIHKSNLDGTNRQAVVKGSLPHPFALTLFEDILYWTDWSTHSILACNKYTGEGLREIHSDIFSPMDIHAFSQQRQPNATNPCGIDNGGCSHLCLMS....